Dataset: Reaction yield outcomes from USPTO patents with 853,638 reactions. Task: Predict the reaction yield, written as a fraction of the theoretical maximum amount of product (1.0 means a 100% yield; for example, 0.34 means a 34% yield). (1) The reactants are C(O)(C(F)(F)F)=O.[NH2:8][CH2:9][C:10]([OH:12])=[O:11].[CH3:13][CH2:14][C:15]1[C:24]2[CH2:25][N:26]3[C:31](=[O:32])[C:30]4[CH2:33][O:34][C:35]([C@:37]([OH:40])([CH2:38][CH3:39])[C:29]=4[CH:28]=[C:27]3[C:23]=2[N:22]=[C:21]2[C:16]=1[CH:17]=[C:18]([OH:41])[CH:19]=[CH:20]2)=[O:36].ON1C(=O)CCC1=O.C(N=C=NCCCN(C)C)C. The catalyst is CN(C)C=O. The product is [NH2:8][CH2:9][C:10]([OH:12])=[O:11].[CH3:13][CH2:14][C:15]1[C:24]2[CH2:25][N:26]3[C:31](=[O:32])[C:30]4[CH2:33][O:34][C:35]([C@:37]([OH:40])([CH2:38][CH3:39])[C:29]=4[CH:28]=[C:27]3[C:23]=2[N:22]=[C:21]2[C:16]=1[CH:17]=[C:18]([OH:41])[CH:19]=[CH:20]2)=[O:36]. The yield is 0.670. (2) The reactants are [Cl-].[NH4+:2].[NH3:3].[CH2:4]([N:11]1[CH2:16][CH2:15][C:14](=O)[CH2:13][CH2:12]1)[C:5]1[CH:10]=[CH:9][CH:8]=[CH:7][CH:6]=1.[C-:18]#N.[Na+]. The catalyst is O. The product is [NH2:2][C:14]1([C:18]#[N:3])[CH2:15][CH2:16][N:11]([CH2:4][C:5]2[CH:10]=[CH:9][CH:8]=[CH:7][CH:6]=2)[CH2:12][CH2:13]1. The yield is 0.470. (3) The reactants are [N+:1]([C:4]1[CH:5]=[CH:6][CH:7]=[C:8]2[C:12]=1[NH:11][C:10]([C:13]([O:15]CC)=[O:14])=[CH:9]2)([O-])=O.[O:18]1[CH2:23][CH2:22][C:21](=O)[CH2:20][CH2:19]1.C(O[BH-](OC(=O)C)OC(=O)C)(=O)C.[Na+].[OH-].[Na+].Cl. The catalyst is CO.O1CCCC1.[Pd].O.ClCCCl. The product is [O:18]1[CH2:23][CH2:22][CH:21]([NH:1][C:4]2[CH:5]=[CH:6][CH:7]=[C:8]3[C:12]=2[NH:11][C:10]([C:13]([OH:15])=[O:14])=[CH:9]3)[CH2:20][CH2:19]1. The yield is 0.760. (4) The catalyst is ClCCl. The product is [CH2:1]([O:3][C:4]1[CH:5]=[C:6]([CH:7]=[O:8])[CH:9]=[CH:10][C:11]=1[O:12][S:14]([CH3:13])(=[O:16])=[O:15])[CH3:2]. The yield is 1.00. The reactants are [CH2:1]([O:3][C:4]1[CH:5]=[C:6]([CH:9]=[CH:10][C:11]=1[OH:12])[CH:7]=[O:8])[CH3:2].[CH3:13][S:14](Cl)(=[O:16])=[O:15].O. (5) The reactants are [F:1][C:2]1[C:7]2[CH2:8][CH2:9][C:10]3[CH:15]=[CH:14][N:13]=[CH:12][C:11]=3[CH:16]([N:17]=[C:18]=[S:19])[C:6]=2[CH:5]=[CH:4][CH:3]=1.[Cl:20][C:21]1[CH:22]=[C:23]([C:29]([OH:31])=[O:30])[CH:24]=[N:25][C:26]=1[NH:27][NH2:28]. The catalyst is CC(N(C)C)=O. The product is [Cl:20][C:21]1[CH:22]=[C:23]([C:29]([OH:31])=[O:30])[CH:24]=[N:25][C:26]=1[NH:27][NH:28][C:18]([NH:17][CH:16]1[C:11]2[CH:12]=[N:13][CH:14]=[CH:15][C:10]=2[CH2:9][CH2:8][C:7]2[C:2]([F:1])=[CH:3][CH:4]=[CH:5][C:6]1=2)=[S:19]. The yield is 0.930. (6) The catalyst is CO. The reactants are [F:1][C:2]([F:13])([F:12])[C:3]1[CH:8]=[CH:7][C:6]([CH2:9][C:10]#[N:11])=[CH:5][CH:4]=1.Cl.[NH2:15][OH:16].C([O-])(O)=O.[Na+]. The yield is 0.849. The product is [OH:16]/[N:15]=[C:10](\[NH2:11])/[CH2:9][C:6]1[CH:5]=[CH:4][C:3]([C:2]([F:12])([F:1])[F:13])=[CH:8][CH:7]=1. (7) The reactants are [Cl:1][C:2]1[C:7]([CH:8]=[O:9])=[C:6](Cl)[N:5]=[C:4]([S:11][CH3:12])[N:3]=1.[NH3:13]. The catalyst is C1C=CC=CC=1. The product is [NH2:13][C:6]1[C:7]([CH:8]=[O:9])=[C:2]([Cl:1])[N:3]=[C:4]([S:11][CH3:12])[N:5]=1. The yield is 0.800. (8) The reactants are [C:1]([C:5]1[CH:10]=[CH:9][C:8]([C:11]2[S:15][CH:14]=[C:13]([C:16](=[N:18][NH:19][C:20]([NH:22][C:23]3[CH:32]=[CH:31][C:26]([C:27]([O:29]C)=[O:28])=[C:25]([N+:33]([O-:35])=[O:34])[CH:24]=3)=[S:21])[CH3:17])[C:12]=2[OH:36])=[CH:7][CH:6]=1)([CH3:4])([CH3:3])[CH3:2].[OH-].[Na+].Cl.O. The catalyst is C(O)(C)C. The product is [C:1]([C:5]1[CH:10]=[CH:9][C:8]([C:11]2[S:15][CH:14]=[C:13]([C:16](=[N:18][NH:19][C:20]([NH:22][C:23]3[CH:32]=[CH:31][C:26]([C:27]([OH:29])=[O:28])=[C:25]([N+:33]([O-:35])=[O:34])[CH:24]=3)=[S:21])[CH3:17])[C:12]=2[OH:36])=[CH:7][CH:6]=1)([CH3:2])([CH3:3])[CH3:4]. The yield is 0.610. (9) The reactants are ClC(Cl)C.S(Cl)(Cl)=O.[CH3:9][C:10]1[CH:30]=[CH:29][C:28]([CH3:31])=[CH:27][C:11]=1[O:12][CH2:13][C:14]1[CH:19]=[CH:18][CH:17]=[CH:16][C:15]=1[C:20](=[N:24][O:25][CH3:26])[C:21]([OH:23])=O.O[N:33]=[C:34]([NH2:37])[CH2:35][CH3:36]. The catalyst is CCOCC.N1C=CC=CC=1.CN(C)C=O. The product is [CH3:26][O:25][N:24]=[C:20]([C:21]1[O:23][N:37]=[C:34]([CH2:35][CH3:36])[N:33]=1)[C:15]1[CH:16]=[CH:17][CH:18]=[CH:19][C:14]=1[CH2:13][O:12][C:11]1[CH:27]=[C:28]([CH3:31])[CH:29]=[CH:30][C:10]=1[CH3:9]. The yield is 0.345. (10) The reactants are S.[Cl:2][C:3]1[CH:4]=[CH:5][C:6]([NH:9][C:10]([C:12]2[CH:17]=[CH:16][CH:15]=[CH:14][C:13]=2[NH:18][C:19]([C:21]2[CH:26]=[CH:25][C:24]([C:27]3[CH:32]=[CH:31][CH:30]=[CH:29][C:28]=3[C:33]#[N:34])=[CH:23][CH:22]=2)=[O:20])=[O:11])=[N:7][CH:8]=1.CI.[N:37]1C=CC=CC=1. The catalyst is CCN(CC)CC.CC(C)=O.C(O)(=O)C.CO. The product is [Cl:2][C:3]1[CH:4]=[CH:5][C:6]([NH:9][C:10]([C:12]2[CH:17]=[CH:16][CH:15]=[CH:14][C:13]=2[NH:18][C:19]([C:21]2[CH:26]=[CH:25][C:24]([C:27]3[CH:32]=[CH:31][CH:30]=[CH:29][C:28]=3[C:33]([NH2:37])=[NH:34])=[CH:23][CH:22]=2)=[O:20])=[O:11])=[N:7][CH:8]=1. The yield is 0.150.